Task: Predict the reactants needed to synthesize the given product.. Dataset: Full USPTO retrosynthesis dataset with 1.9M reactions from patents (1976-2016) Given the product [N:1]1[N:2]([C:6]2[N:11]=[C:10]([NH:12][C:13]([C:15]3[C:19]4[N:20]=[C:21]([NH:25][C@@H:26]5[CH2:31][CH2:30][O:29][CH2:28][C@@H:27]5[NH:32][C:33](=[O:39])[O:34][C:35]([CH3:37])([CH3:36])[CH3:38])[N:22]=[CH:23][C:18]=4[S:17][CH:16]=3)=[O:14])[CH:9]=[CH:8][CH:7]=2)[N:3]=[CH:4][CH:5]=1, predict the reactants needed to synthesize it. The reactants are: [N:1]1[N:2]([C:6]2[N:11]=[C:10]([NH:12][C:13]([C:15]3[C:19]4[N:20]=[C:21](Cl)[N:22]=[CH:23][C:18]=4[S:17][CH:16]=3)=[O:14])[CH:9]=[CH:8][CH:7]=2)[N:3]=[CH:4][CH:5]=1.[NH2:25][C@@H:26]1[CH2:31][CH2:30][O:29][CH2:28][C@@H:27]1[NH:32][C:33](=[O:39])[O:34][C:35]([CH3:38])([CH3:37])[CH3:36].CCN(C(C)C)C(C)C.